This data is from Catalyst prediction with 721,799 reactions and 888 catalyst types from USPTO. The task is: Predict which catalyst facilitates the given reaction. (1) Reactant: [CH2:1]([C:4]1([S:7]([N:10]2[C:14]3=[CH:15][C:16]4[S:20][N:19]=[N:18][C:17]=4[C:21]([F:22])=[C:13]3[N:12]([C:23]3[CH:28]=[CH:27][C:26]([Br:29])=[CH:25][C:24]=3[Cl:30])C2=O)(=[O:9])=[O:8])[CH2:6][CH2:5]1)[CH:2]=[CH2:3].C[Si](C)(C)[O-].[K+]. Product: [CH2:1]([C:4]1([S:7]([NH:10][C:14]2[C:13]([NH:12][C:23]3[CH:28]=[CH:27][C:26]([Br:29])=[CH:25][C:24]=3[Cl:30])=[C:21]([F:22])[C:17]3[N:18]=[N:19][S:20][C:16]=3[CH:15]=2)(=[O:8])=[O:9])[CH2:5][CH2:6]1)[CH:2]=[CH2:3]. The catalyst class is: 1. (2) Reactant: [H-].[Na+].[CH3:3]N(C=O)C.[Br:8][C:9]1[CH:10]=[C:11]([CH2:15][OH:16])[CH:12]=[N:13][CH:14]=1.CI. Product: [Br:8][C:9]1[CH:14]=[N:13][CH:12]=[C:11]([CH2:15][O:16][CH3:3])[CH:10]=1. The catalyst class is: 6. (3) Reactant: [Br:1]N1C(=O)CCC1=O.[Cl:9][C:10]1[C:11]2[CH:18]=[CH:17][NH:16][C:12]=2[N:13]=[CH:14][N:15]=1. Product: [Br:1][C:18]1[C:11]2[C:10]([Cl:9])=[N:15][CH:14]=[N:13][C:12]=2[NH:16][CH:17]=1. The catalyst class is: 2.